Dataset: NCI-60 drug combinations with 297,098 pairs across 59 cell lines. Task: Regression. Given two drug SMILES strings and cell line genomic features, predict the synergy score measuring deviation from expected non-interaction effect. Drug 1: CC1=C(C=C(C=C1)C(=O)NC2=CC(=CC(=C2)C(F)(F)F)N3C=C(N=C3)C)NC4=NC=CC(=N4)C5=CN=CC=C5. Drug 2: C1=NC(=NC(=O)N1C2C(C(C(O2)CO)O)O)N. Cell line: NCI-H522. Synergy scores: CSS=16.7, Synergy_ZIP=-1.08, Synergy_Bliss=-0.0476, Synergy_Loewe=-15.3, Synergy_HSA=-9.02.